The task is: Predict the reactants needed to synthesize the given product.. This data is from Retrosynthesis with 50K atom-mapped reactions and 10 reaction types from USPTO. (1) Given the product CCCCn1nc(-c2c(Cl)cc(C(F)(F)F)cc2Cl)cc1SC, predict the reactants needed to synthesize it. The reactants are: CCCCBr.CSc1cc(-c2c(Cl)cc(C(F)(F)F)cc2Cl)n[nH]1. (2) Given the product COCCNc1cc(NC(=O)N2CCCc3cc(-c4ccnn4C)c(C(OC)OC)nc32)ncc1C#N, predict the reactants needed to synthesize it. The reactants are: COCCNc1cc(NC(=O)N2CCCc3cc(Br)c(C(OC)OC)nc32)ncc1C#N.Cn1nccc1B(O)O.